From a dataset of Full USPTO retrosynthesis dataset with 1.9M reactions from patents (1976-2016). Predict the reactants needed to synthesize the given product. (1) Given the product [CH2:14]([NH:21][C:2]1[CH:3]=[C:4]2[C:9](=[CH:10][C:11]=1[O:12][CH3:13])[CH:8]=[N:7][CH2:6][CH2:5]2)[C:15]1[CH:20]=[CH:19][CH:18]=[CH:17][CH:16]=1, predict the reactants needed to synthesize it. The reactants are: Br[C:2]1[CH:3]=[C:4]2[C:9](=[CH:10][C:11]=1[O:12][CH3:13])[CH:8]=[N:7][CH2:6][CH2:5]2.[CH2:14]([NH2:21])[C:15]1[CH:20]=[CH:19][CH:18]=[CH:17][CH:16]=1.CC(C)([O-])C.[Na+].C(OC)(C)(C)C. (2) The reactants are: [CH3:1][CH2:2][CH2:3][CH2:4][CH2:5][C@H:6]([OH:28])[CH2:7][CH2:8][C@@H:9]1[C@H:13]2[CH2:14][C:15]3[CH:21]=[CH:20][CH:19]=[C:18]([O:22][CH2:23][C:24]([OH:26])=[O:25])[C:16]=3[CH2:17][C@H:12]2[CH2:11][C@H:10]1[OH:27].C(NCCO)CO.C(OCC)(=O)C.Cl. Given the product [CH3:1][CH2:2][CH2:3][CH2:4][CH2:5][C@H:6]([OH:28])[CH2:7][CH2:8][C@H:9]1[C@H:10]([OH:27])[CH2:11][C@H:12]2[C@@H:13]1[CH2:14][C:15]1[C:16]([CH2:17]2)=[C:18]([O:22][CH2:23][C:24]([OH:26])=[O:25])[CH:19]=[CH:20][CH:21]=1, predict the reactants needed to synthesize it.